This data is from Catalyst prediction with 721,799 reactions and 888 catalyst types from USPTO. The task is: Predict which catalyst facilitates the given reaction. (1) Reactant: [NH2:1][C:2]1[S:6][N:5]=[CH:4][N:3]=1.[CH3:7][O:8][C:9]1[CH:16]=[C:15]([O:17][CH3:18])[CH:14]=[CH:13][C:10]=1[CH:11]=O.[BH4-].[Na+].Cl.[OH-].[Na+]. Product: [CH3:7][O:8][C:9]1[CH:16]=[C:15]([O:17][CH3:18])[CH:14]=[CH:13][C:10]=1[CH2:11][NH:1][C:2]1[S:6][N:5]=[CH:4][N:3]=1. The catalyst class is: 11. (2) Reactant: [CH2:1]([O:8][C:9]1[CH:14]=[CH:13][C:12]([C:15]2[NH:19][C:18]3[CH:20]=[C:21]([C:23]([O:25][CH2:26][CH3:27])=[O:24])[S:22][C:17]=3[C:16]=2[CH:28]2[CH2:33][CH2:32][CH2:31][CH:30]=[CH:29]2)=[CH:11][CH:10]=1)[C:2]1[CH:7]=[CH:6][CH:5]=[CH:4][CH:3]=1.[H-].[Na+].[CH3:36]I. Product: [CH2:1]([O:8][C:9]1[CH:10]=[CH:11][C:12]([C:15]2[N:19]([CH3:36])[C:18]3[CH:20]=[C:21]([C:23]([O:25][CH2:26][CH3:27])=[O:24])[S:22][C:17]=3[C:16]=2[CH:28]2[CH2:33][CH2:32][CH2:31][CH:30]=[CH:29]2)=[CH:13][CH:14]=1)[C:2]1[CH:7]=[CH:6][CH:5]=[CH:4][CH:3]=1. The catalyst class is: 13.